Dataset: Catalyst prediction with 721,799 reactions and 888 catalyst types from USPTO. Task: Predict which catalyst facilitates the given reaction. (1) Reactant: [BH4-].[Na+].[F:3][C:4]1[N:8]([CH3:9])[N:7]=[C:6]([C:10]([F:13])([F:12])[F:11])[C:5]=1[CH:14]=[O:15].O. Product: [F:3][C:4]1[N:8]([CH3:9])[N:7]=[C:6]([C:10]([F:12])([F:11])[F:13])[C:5]=1[CH2:14][OH:15]. The catalyst class is: 5. (2) Reactant: O.O.[Sn](Cl)(Cl)(Cl)Cl.[I:8][C:9]1[CH:14]=[C:13]([N+:15]([O-])=O)[CH:12]=[CH:11][C:10]=1[C:18]1[O:22][CH:21]=[N:20][CH:19]=1.C(=O)(O)[O-].[Na+]. Product: [I:8][C:9]1[CH:14]=[C:13]([NH2:15])[CH:12]=[CH:11][C:10]=1[C:18]1[O:22][CH:21]=[N:20][CH:19]=1. The catalyst class is: 8. (3) Reactant: C([C:3]1[CH:27]=[CH:26][CH:25]=[CH:24][C:4]=1[C:5]([NH:7][CH:8]1[CH2:13][CH:12]([C:14]2[CH:19]=[CH:18][C:17]([C:20]([F:23])([F:22])[F:21])=[CH:16][CH:15]=2)[CH2:11][NH:10][CH2:9]1)=[O:6])C.[N:28]([C:31]1[CH:36]=[CH:35][N:34]=[CH:33][CH:32]=1)=[C:29]=[O:30].C(N(CC)CC)C. Product: [C:4]1([C:5]([NH:7][CH:8]2[CH2:13][CH:12]([C:14]3[CH:19]=[CH:18][C:17]([C:20]([F:23])([F:21])[F:22])=[CH:16][CH:15]=3)[CH2:11][N:10]([C:29]([NH:28][C:31]3[CH:36]=[CH:35][N:34]=[CH:33][CH:32]=3)=[O:30])[CH2:9]2)=[O:6])[CH:3]=[CH:27][CH:26]=[CH:25][CH:24]=1. The catalyst class is: 1. (4) Product: [CH2:1]([CH:8]1[CH2:9][N:10]([C:14]2[CH:19]=[CH:18][C:17]([O:20][CH3:21])=[C:16]([O:22][CH:23]3[CH2:27][CH2:26][CH2:25][CH2:24]3)[CH:15]=2)[CH2:11][CH2:12][N:13]1[C:44](=[O:45])[CH2:43][O:42][CH2:35][C:36]1[CH:41]=[CH:40][CH:39]=[CH:38][CH:37]=1)[C:2]1[CH:3]=[CH:4][CH:5]=[CH:6][CH:7]=1. The catalyst class is: 387. Reactant: [CH2:1]([C@@H:8]1[NH:13][CH2:12][CH2:11][N:10]([C:14]2[CH:19]=[CH:18][C:17]([O:20][CH3:21])=[C:16]([O:22][CH:23]3[CH2:27][CH2:26][CH2:25][CH2:24]3)[CH:15]=2)[CH2:9]1)[C:2]1[CH:7]=[CH:6][CH:5]=[CH:4][CH:3]=1.C(N(CC)CC)C.[CH2:35]([O:42][CH2:43][C:44](Cl)=[O:45])[C:36]1[CH:41]=[CH:40][CH:39]=[CH:38][CH:37]=1. (5) Reactant: C([S:6][C:7]1[CH:8]=[C:9]([C:13]2[CH:18]=[CH:17][CH:16]=[CH:15][CH:14]=2)[CH:10]=[CH:11][CH:12]=1)(=S)OCC.[OH-].[K+]. Product: [C:9]1([C:13]2[CH:14]=[CH:15][CH:16]=[CH:17][CH:18]=2)[CH:10]=[CH:11][CH:12]=[C:7]([SH:6])[CH:8]=1. The catalyst class is: 8.